Dataset: Full USPTO retrosynthesis dataset with 1.9M reactions from patents (1976-2016). Task: Predict the reactants needed to synthesize the given product. (1) Given the product [Cl:1][C:2]1[C:7]([C:8]([NH2:10])=[O:9])=[C:6]([OH:11])[C:5]([NH:12][C:13]2[C:16](=[O:17])[C:15](=[O:18])[C:14]=2[NH:25][C:24]2[CH:26]=[CH:27][C:21]([F:20])=[CH:22][CH:23]=2)=[CH:4][CH:3]=1, predict the reactants needed to synthesize it. The reactants are: [Cl:1][C:2]1[C:7]([C:8]([NH2:10])=[O:9])=[C:6]([OH:11])[C:5]([NH:12][C:13]2[C:16](=[O:17])[C:15](=[O:18])[C:14]=2Cl)=[CH:4][CH:3]=1.[F:20][C:21]1[CH:27]=[CH:26][C:24]([NH2:25])=[CH:23][CH:22]=1. (2) Given the product [F:16][C:17]1[CH:22]=[CH:21][CH:20]=[C:19]([F:23])[C:18]=1[C:24]1[N:25]([CH2:2][C:3]2[C:12]3[C:7](=[C:8]([F:14])[C:9]([F:13])=[CH:10][CH:11]=3)[NH:6][C:5](=[O:15])[CH:4]=2)[C:26]2[CH:32]=[CH:31][CH:30]=[CH:29][C:27]=2[N:28]=1, predict the reactants needed to synthesize it. The reactants are: Br[CH2:2][C:3]1[C:12]2[C:7](=[C:8]([F:14])[C:9]([F:13])=[CH:10][CH:11]=2)[NH:6][C:5](=[O:15])[CH:4]=1.[F:16][C:17]1[CH:22]=[CH:21][CH:20]=[C:19]([F:23])[C:18]=1[C:24]1[NH:28][C:27]2[CH:29]=[CH:30][CH:31]=[CH:32][C:26]=2[N:25]=1. (3) The reactants are: [OH:1][CH:2]([CH2:17][OH:18])[CH2:3][C:4]1[C:13]([O:14][CH3:15])=[CH:12][CH:11]=[C:10]2[C:5]=1[CH2:6][CH2:7][CH2:8][C:9]2=O.OC1C=C2C(=CC=1)C(=O)CCC2.Cl.[O:32]([NH2:34])[CH3:33].C([O-])(=O)C.[Na+].C(=O)(O)[O-].[Na+]. Given the product [CH3:33][O:32][N:34]=[C:9]1[C:10]2[C:5](=[C:4]([CH2:3][CH:2]([OH:1])[CH2:17][OH:18])[C:13]([O:14][CH3:15])=[CH:12][CH:11]=2)[CH2:6][CH2:7][CH2:8]1, predict the reactants needed to synthesize it. (4) Given the product [Cl:18][C:9]1[C:10]2[C:5](=[CH:4][C:3]([C:14]#[N:15])=[C:2]([F:1])[CH:11]=2)[CH:6]=[C:7]([CH3:13])[N:8]=1, predict the reactants needed to synthesize it. The reactants are: [F:1][C:2]1[CH:11]=[C:10]2[C:5]([CH:6]=[C:7]([CH3:13])[NH:8][C:9]2=O)=[CH:4][C:3]=1[C:14]#[N:15].O=P(Cl)(Cl)[Cl:18]. (5) Given the product [CH3:22][S:19]([C:5]1[CH:4]=[CH:3][C:2]([N:23]2[CH2:28][CH2:27][NH:26][CH2:25][CH2:24]2)=[CH:7][C:6]=1[NH:8][CH:9]1[C:18]2[C:13](=[CH:14][CH:15]=[CH:16][CH:17]=2)[O:12][CH2:11][CH2:10]1)(=[O:21])=[O:20], predict the reactants needed to synthesize it. The reactants are: F[C:2]1[CH:3]=[CH:4][C:5]([S:19]([CH3:22])(=[O:21])=[O:20])=[C:6]([NH:8][CH:9]2[C:18]3[C:13](=[CH:14][CH:15]=[CH:16][CH:17]=3)[O:12][CH2:11][CH2:10]2)[CH:7]=1.[NH:23]1[CH2:28][CH2:27][NH:26][CH2:25][CH2:24]1.C(N(CC)C(C)C)(C)C.